Dataset: Reaction yield outcomes from USPTO patents with 853,638 reactions. Task: Predict the reaction yield, written as a fraction of the theoretical maximum amount of product (1.0 means a 100% yield; for example, 0.34 means a 34% yield). (1) The reactants are S([N:11]1[C:15]2[N:16]=[CH:17][C:18]3[N:19]([C:20]([C:23]45[CH2:30][CH2:29][C:26]([NH:31][S:32]([CH:35]6[CH2:37][CH2:36]6)(=[O:34])=[O:33])([CH2:27][CH2:28]4)[CH2:25][CH2:24]5)=[N:21][CH:22]=3)[C:14]=2[CH:13]=[CH:12]1)(C1C=CC(C)=CC=1)(=O)=O.[OH-].[Na+].CCOC(C)=O.[NH4+].[Cl-]. The catalyst is O1CCOCC1. The product is [C:20]1([C:23]23[CH2:24][CH2:25][C:26]([NH:31][S:32]([CH:35]4[CH2:37][CH2:36]4)(=[O:33])=[O:34])([CH2:27][CH2:28]2)[CH2:29][CH2:30]3)[N:19]2[C:14]3[CH:13]=[CH:12][NH:11][C:15]=3[N:16]=[CH:17][C:18]2=[CH:22][N:21]=1. The yield is 0.670. (2) The reactants are C([C:8]1([C:17]#[N:18])[CH2:12][CH2:11][CH2:10][N:9]1[S:13]([NH2:16])(=[O:15])=[O:14])(OC(C)(C)C)=O. The catalyst is C(#N)C. The product is [C:17]([CH:8]1[CH2:12][CH2:11][CH2:10][N:9]1[S:13]([NH2:16])(=[O:15])=[O:14])#[N:18]. The yield is 0.990.